Dataset: Full USPTO retrosynthesis dataset with 1.9M reactions from patents (1976-2016). Task: Predict the reactants needed to synthesize the given product. (1) Given the product [CH2:1]([O:8][C:9]1[CH:18]=[CH:17][CH:16]=[C:15]2[C:10]=1[CH2:11][CH2:12][CH2:13][CH:14]2[C:19]([N:21]([CH2:22][C:23]1[CH:27]=[N:26][N:25]([CH:38]2[CH2:42][CH2:41][CH2:40][CH2:39]2)[CH:24]=1)[C:28]1[CH:29]=[CH:30][C:31]([CH:34]([CH3:36])[CH3:35])=[CH:32][CH:33]=1)=[O:20])[C:2]1[CH:3]=[CH:4][CH:5]=[CH:6][CH:7]=1, predict the reactants needed to synthesize it. The reactants are: [CH2:1]([O:8][C:9]1[CH:18]=[CH:17][CH:16]=[C:15]2[C:10]=1[CH2:11][CH2:12][CH2:13][CH:14]2[C:19]([N:21]([C:28]1[CH:33]=[CH:32][C:31]([CH:34]([CH3:36])[CH3:35])=[CH:30][CH:29]=1)[CH2:22][C:23]1[CH:24]=[N:25][NH:26][CH:27]=1)=[O:20])[C:2]1[CH:7]=[CH:6][CH:5]=[CH:4][CH:3]=1.Br[CH:38]1[CH2:42][CH2:41][CH2:40][CH2:39]1. (2) Given the product [CH:1]1([C:4]#[C:5][C:6]2[CH:7]=[CH:8][C:9]([C:12]([OH:14])=[O:13])=[N:10][CH:11]=2)[CH2:3][CH2:2]1, predict the reactants needed to synthesize it. The reactants are: [CH:1]1([C:4]#[C:5][C:6]2[CH:7]=[CH:8][C:9]([C:12]([O:14]C)=[O:13])=[N:10][CH:11]=2)[CH2:3][CH2:2]1.[OH-].[K+]. (3) Given the product [Cl:3][C:4]1[CH:9]=[CH:8][C:7]([C:10]([NH:12][C@@H:13]([CH:18]2[CH2:19][CH2:20][CH2:21][CH2:22][CH2:23]2)[C:14]([OH:16])=[O:15])=[O:11])=[C:6]([NH:24][C:25]([NH:27][C:28]2[C:33]([CH3:34])=[CH:32][C:31]([CH3:35])=[CH:30][C:29]=2[CH3:36])=[O:26])[CH:5]=1, predict the reactants needed to synthesize it. The reactants are: [OH-].[Li+].[Cl:3][C:4]1[CH:9]=[CH:8][C:7]([C:10]([NH:12][C@@H:13]([CH:18]2[CH2:23][CH2:22][CH2:21][CH2:20][CH2:19]2)[C:14]([O:16]C)=[O:15])=[O:11])=[C:6]([NH:24][C:25]([NH:27][C:28]2[C:33]([CH3:34])=[CH:32][C:31]([CH3:35])=[CH:30][C:29]=2[CH3:36])=[O:26])[CH:5]=1.CO.Cl. (4) Given the product [CH:1]1([C:4]2[NH:13][C:7]3[N:8]=[N:9][C:10]([I:12])=[CH:11][C:6]=3[CH:5]=2)[CH2:3][CH2:2]1, predict the reactants needed to synthesize it. The reactants are: [CH:1]1([C:4]#[C:5][C:6]2[CH:11]=[C:10]([I:12])[N:9]=[N:8][C:7]=2[NH2:13])[CH2:3][CH2:2]1.CC([O-])(C)C.[K+]. (5) Given the product [CH3:1][S:2]([NH:7][C:8]1([C:11]([O:13][CH2:14][CH3:15])=[O:12])[CH2:10][CH2:9]1)(=[O:4])=[O:3], predict the reactants needed to synthesize it. The reactants are: [CH3:1][S:2](Cl)(=[O:4])=[O:3].Cl.[NH2:7][C:8]1([C:11]([O:13][CH2:14][CH3:15])=[O:12])[CH2:10][CH2:9]1.CCN(C(C)C)C(C)C.Cl. (6) The reactants are: Br[C:2]1[CH:11]=[CH:10][CH:9]=[C:8]2[C:3]=1[CH:4]=[CH:5][C:6]([O:14][CH3:15])=[C:7]2[CH2:12][Cl:13].[Br:16]C1C=C2C(C=CC(OC)=C2CO)=CC=1. Given the product [Br:16][C:10]1[CH:9]=[C:8]2[C:3]([CH:4]=[CH:5][C:6]([O:14][CH3:15])=[C:7]2[CH2:12][Cl:13])=[CH:2][CH:11]=1, predict the reactants needed to synthesize it.